Task: Regression. Given a peptide amino acid sequence and an MHC pseudo amino acid sequence, predict their binding affinity value. This is MHC class II binding data.. Dataset: Peptide-MHC class II binding affinity with 134,281 pairs from IEDB (1) The peptide sequence is CAWTIVRVEILRNFY. The MHC is DRB3_0101 with pseudo-sequence DRB3_0101. The binding affinity (normalized) is 0.146. (2) The peptide sequence is KASTGGAYESYKFIPALEAA. The MHC is HLA-DPA10201-DPB10501 with pseudo-sequence HLA-DPA10201-DPB10501. The binding affinity (normalized) is 0.356.